The task is: Predict the reactants needed to synthesize the given product.. This data is from Full USPTO retrosynthesis dataset with 1.9M reactions from patents (1976-2016). Given the product [C:18]([O:17][C:15]([N:22]1[CH2:27][CH2:26][N:25]([C:5]2[N:4]=[N:3][C:2]([Cl:1])=[C:7]([C:8]3[CH:13]=[CH:12][CH:11]=[CH:10][CH:9]=3)[CH:6]=2)[CH2:24][CH2:23]1)=[O:16])([CH3:21])([CH3:19])[CH3:20], predict the reactants needed to synthesize it. The reactants are: [Cl:1][C:2]1[N:3]=[N:4][C:5](Cl)=[CH:6][C:7]=1[C:8]1[CH:13]=[CH:12][CH:11]=[CH:10][CH:9]=1.[C:15]([N:22]1[CH2:27][CH2:26][NH:25][CH2:24][CH2:23]1)([O:17][C:18]([CH3:21])([CH3:20])[CH3:19])=[O:16].C(N(C(C)C)CC)(C)C.